Dataset: Forward reaction prediction with 1.9M reactions from USPTO patents (1976-2016). Task: Predict the product of the given reaction. Given the reactants [Mg].Br[CH2:3][CH2:4][CH2:5]C=C.C(OCC)=O.S(=O)(=O)(O)O.[CH3:18][CH:19]1[O:23][CH2:22][CH2:21][CH2:20]1, predict the reaction product. The product is: [CH2:5]([CH:18]1[CH2:22][CH2:21][CH2:20][CH:19]1[OH:23])[CH:4]=[CH2:3].